The task is: Predict the reaction yield, written as a fraction of the theoretical maximum amount of product (1.0 means a 100% yield; for example, 0.34 means a 34% yield).. This data is from Reaction yield outcomes from USPTO patents with 853,638 reactions. (1) The reactants are C[O:2][C:3]([C@@H:5]1[C@@H:9]([O:10][CH3:11])[CH2:8][CH2:7][N:6]1[C:12]([O:14][C:15]([CH3:18])([CH3:17])[CH3:16])=[O:13])=O.[NH3:19]. The catalyst is CO. The product is [C:15]([O:14][C:12]([N:6]1[CH2:7][CH2:8][C@H:9]([O:10][CH3:11])[C@H:5]1[C:3](=[O:2])[NH2:19])=[O:13])([CH3:18])([CH3:17])[CH3:16]. The yield is 0.310. (2) The reactants are [CH3:1][N:2]1[CH:6]=[CH:5][C:4]([C:7]2[C:15]3[C:10](=[CH:11][N:12]=[C:13]([C:16]4[CH:17]=[N:18][CH:19]=[CH:20][CH:21]=4)[CH:14]=3)[N:9](COCC[Si](C)(C)C)[N:8]=2)=[N:3]1.Cl. The catalyst is O1CCOCC1. The product is [CH3:1][N:2]1[CH:6]=[CH:5][C:4]([C:7]2[C:15]3[C:10](=[CH:11][N:12]=[C:13]([C:16]4[CH:17]=[N:18][CH:19]=[CH:20][CH:21]=4)[CH:14]=3)[NH:9][N:8]=2)=[N:3]1. The yield is 0.810.